From a dataset of Catalyst prediction with 721,799 reactions and 888 catalyst types from USPTO. Predict which catalyst facilitates the given reaction. (1) Reactant: [F:1][C:2]1[CH:7]=[C:6]([S:8]([CH3:11])(=[O:10])=[O:9])[CH:5]=[C:4]([F:12])[C:3]=1[NH:13][C@H:14]1[CH2:19][CH2:18][CH2:17][N:16]([CH:20]2[CH2:25][CH2:24][N:23](C(OC(C)(C)C)=O)[CH2:22][CH2:21]2)[C:15]1=[O:33].Cl.C(Cl)[Cl:36]. Product: [ClH:36].[F:12][C:4]1[CH:5]=[C:6]([S:8]([CH3:11])(=[O:10])=[O:9])[CH:7]=[C:2]([F:1])[C:3]=1[NH:13][C@H:14]1[CH2:19][CH2:18][CH2:17][N:16]([CH:20]2[CH2:21][CH2:22][NH:23][CH2:24][CH2:25]2)[C:15]1=[O:33]. The catalyst class is: 5. (2) Reactant: [CH3:1][S:2]([CH2:5][C:6]([OH:8])=O)(=[O:4])=[O:3].ClC(N(C)C)=C(C)C.[NH2:17][C:18]1[CH:23]=[C:22]([O:24][C:25]2[C:34]3[C:29](=[CH:30][CH:31]=[CH:32][CH:33]=3)[C:28]([NH:35][C:36]([NH:38][C:39]3[N:43]([C:44]4[CH:49]=[CH:48][C:47]([CH3:50])=[CH:46][CH:45]=4)[N:42]=[C:41]([C:51]([CH3:54])([CH3:53])[CH3:52])[CH:40]=3)=[O:37])=[CH:27][CH:26]=2)[CH:21]=[CH:20][N:19]=1.CCN(C(C)C)C(C)C.N. Product: [C:51]([C:41]1[CH:40]=[C:39]([NH:38][C:36](=[O:37])[NH:35][C:28]2[C:29]3[C:34](=[CH:33][CH:32]=[CH:31][CH:30]=3)[C:25]([O:24][C:22]3[CH:21]=[CH:20][N:19]=[C:18]([NH:17][C:6](=[O:8])[CH2:5][S:2]([CH3:1])(=[O:4])=[O:3])[CH:23]=3)=[CH:26][CH:27]=2)[N:43]([C:44]2[CH:49]=[CH:48][C:47]([CH3:50])=[CH:46][CH:45]=2)[N:42]=1)([CH3:54])([CH3:53])[CH3:52]. The catalyst class is: 61.